Predict the reactants needed to synthesize the given product. From a dataset of Full USPTO retrosynthesis dataset with 1.9M reactions from patents (1976-2016). Given the product [CH:32]([N:29]1[CH2:28][CH2:27][CH:26]([NH:25][C:24]([C:13]2[N:12]([CH2:11][C:9](=[O:10])[NH:8][C:5]3[CH:4]=[CH:3][C:2]([Cl:1])=[CH:7][N:6]=3)[C:16]3[CH:17]=[CH:18][C:19]([C:21]([N:38]4[CH2:37][CH2:36][CH2:42][O:41][CH2:40][CH2:39]4)=[O:23])=[CH:20][C:15]=3[N:14]=2)=[O:35])[CH2:31][CH2:30]1)([CH3:34])[CH3:33], predict the reactants needed to synthesize it. The reactants are: [Cl:1][C:2]1[CH:3]=[CH:4][C:5]([NH:8][C:9]([CH2:11][N:12]2[C:16]3[CH:17]=[CH:18][C:19]([C:21]([OH:23])=O)=[CH:20][C:15]=3[N:14]=[C:13]2[C:24](=[O:35])[NH:25][CH:26]2[CH2:31][CH2:30][N:29]([CH:32]([CH3:34])[CH3:33])[CH2:28][CH2:27]2)=[O:10])=[N:6][CH:7]=1.[CH2:36]1[CH2:42][O:41][CH2:40][CH2:39][NH:38][CH2:37]1.Cl.